The task is: Predict the product of the given reaction.. This data is from Forward reaction prediction with 1.9M reactions from USPTO patents (1976-2016). (1) The product is: [Cl:25][C:26]1[N:27]=[N:28][C:29]([Cl:33])=[CH:30][C:31]=1[N:23]1[CH:24]=[C:20]([C:6]2[C:5]3[C:9](=[CH:10][C:2]([F:1])=[CH:3][CH:4]=3)[N:8]([S:11]([C:14]3[CH:15]=[CH:16][CH:17]=[CH:18][CH:19]=3)(=[O:12])=[O:13])[CH:7]=2)[CH:21]=[N:22]1. Given the reactants [F:1][C:2]1[CH:10]=[C:9]2[C:5]([C:6]([C:20]3[CH:21]=[N:22][NH:23][CH:24]=3)=[CH:7][N:8]2[S:11]([C:14]2[CH:19]=[CH:18][CH:17]=[CH:16][CH:15]=2)(=[O:13])=[O:12])=[CH:4][CH:3]=1.[Cl:25][C:26]1[N:27]=[N:28][C:29]([Cl:33])=[CH:30][C:31]=1Cl.C([O-])([O-])=O.[K+].[K+], predict the reaction product. (2) Given the reactants [CH:1]1([C:4]2[CH:5]=[CH:6][C:7]([C:15]([OH:17])=O)=[N:8][C:9]=2[O:10][CH2:11][CH2:12][O:13][CH3:14])[CH2:3][CH2:2]1.[NH2:18][C@@H:19]([CH2:23][CH:24]1[CH2:26][CH2:25]1)[C:20]([NH2:22])=[O:21], predict the reaction product. The product is: [C:20]([C@@H:19]([NH:18][C:15]([C:7]1[CH:6]=[CH:5][C:4]([CH:1]2[CH2:2][CH2:3]2)=[C:9]([O:10][CH2:11][CH2:12][O:13][CH3:14])[N:8]=1)=[O:17])[CH2:23][CH:24]1[CH2:26][CH2:25]1)(=[O:21])[NH2:22]. (3) Given the reactants [CH3:1][S:2][C:3]1[N:8]=[C:7]([NH:9][C:10]2[CH:15]=[CH:14][CH:13]=[CH:12][CH:11]=2)[C:6]([C:16]([O:18]CC)=[O:17])=[CH:5][N:4]=1.[OH-].[Li+], predict the reaction product. The product is: [NH:9]([C:7]1[C:6]([C:16]([OH:18])=[O:17])=[CH:5][N:4]=[C:3]([S:2][CH3:1])[N:8]=1)[C:10]1[CH:15]=[CH:14][CH:13]=[CH:12][CH:11]=1. (4) Given the reactants [CH2:1]([O:3][C:4](=[O:35])[CH:5]([C:13]1[NH:14][C:15]2[C:20]([C:21]=1[S:22][C:23]([CH3:26])([CH3:25])[CH3:24])=[CH:19][C:18]([S:27][C:28]1[CH:33]=[CH:32][C:31]([CH3:34])=[CH:30][N:29]=1)=[CH:17][CH:16]=2)[CH2:6][C:7]1[CH:12]=[CH:11][CH:10]=[CH:9][CH:8]=1)[CH3:2].I[CH3:37], predict the reaction product. The product is: [CH2:1]([O:3][C:4](=[O:35])[CH:5]([C:13]1[N:14]([CH3:37])[C:15]2[C:20]([C:21]=1[S:22][C:23]([CH3:25])([CH3:26])[CH3:24])=[CH:19][C:18]([S:27][C:28]1[CH:33]=[CH:32][C:31]([CH3:34])=[CH:30][N:29]=1)=[CH:17][CH:16]=2)[CH2:6][C:7]1[CH:8]=[CH:9][CH:10]=[CH:11][CH:12]=1)[CH3:2]. (5) Given the reactants [CH3:1][O:2][CH2:3][C:4]1[NH:5][CH:6]=[C:7]([CH3:9])[N:8]=1.[I:10]I, predict the reaction product. The product is: [I:10][C:6]1[NH:5][C:4]([CH2:3][O:2][CH3:1])=[N:8][C:7]=1[CH3:9]. (6) Given the reactants [C:1]([O:5][C:6](=[O:28])[CH2:7][C@H:8]([C:18]1[O:22][N:21]=[C:20]([C:23](OCC)=[O:24])[N:19]=1)[CH2:9][CH2:10][CH2:11][CH:12]1[CH2:17][CH2:16][CH2:15][CH2:14][CH2:13]1)([CH3:4])([CH3:3])[CH3:2].[NH:29]1[CH2:34][CH2:33][O:32][CH2:31][CH2:30]1, predict the reaction product. The product is: [CH:12]1([CH2:11][CH2:10][CH2:9][C@@H:8]([C:18]2[O:22][N:21]=[C:20]([C:23]([N:29]3[CH2:34][CH2:33][O:32][CH2:31][CH2:30]3)=[O:24])[N:19]=2)[CH2:7][C:6]([O:5][C:1]([CH3:3])([CH3:2])[CH3:4])=[O:28])[CH2:13][CH2:14][CH2:15][CH2:16][CH2:17]1. (7) Given the reactants S(=O)(=O)(O)O.[I:6][C:7]1[CH:8]=[C:9]2[C:13](=[CH:14][CH:15]=1)[N:12]([CH2:16][C:17]1[CH:22]=[CH:21][CH:20]=[CH:19][CH:18]=1)[C:11](=[O:23])C2=O.CO.CO[CH:29]([O:32][CH3:33])[O:30][CH3:31], predict the reaction product. The product is: [I:6][C:7]1[CH:15]=[C:14]2[C:13](=[CH:9][CH:8]=1)[N:12]([CH2:16][C:17]1[CH:18]=[CH:19][CH:20]=[CH:21][CH:22]=1)[C:11](=[O:23])[C:29]2([O:30][CH3:31])[O:32][CH3:33]. (8) Given the reactants [CH:1]1[C:10]2[CH:9]=[CH:8][CH:7]=[C:6](B(O)O)[C:5]=2[CH:4]=[CH:3][N:2]=1.Cl[C:15]1[CH:20]=[C:19](Cl)[N:18]=[CH:17][N:16]=1.[IH:22], predict the reaction product. The product is: [I:22][C:15]1[CH:20]=[C:19]([C:6]2[CH:7]=[CH:8][CH:9]=[C:10]3[C:5]=2[CH:4]=[CH:3][N:2]=[CH:1]3)[N:18]=[CH:17][N:16]=1. (9) Given the reactants C(NC(C)C)(C)C.[CH2:8]([Li])[CH2:9][CH2:10][CH3:11].[CH3:13][O:14][C:15](=[O:25])[CH2:16][C:17]1[CH:22]=[CH:21][C:20]([S:23][CH3:24])=[CH:19][CH:18]=1.[O:26]1CCC[CH2:27]1, predict the reaction product. The product is: [CH3:13][O:14][C:15](=[O:25])[CH:16]([C:17]1[CH:22]=[CH:21][C:20]([S:23][CH3:24])=[CH:19][CH:18]=1)[CH2:11][C@H:10]1[CH2:9][CH2:8][CH2:27][O:26]1. (10) Given the reactants [CH2:1]([O:3][C:4](=[O:25])[CH2:5][C:6]1[CH:11]=[CH:10][C:9]([O:12][CH3:13])=[C:8]([C:14]2[C:19]([CH2:20][NH:21][CH2:22][CH3:23])=[CH:18][C:17]([CH3:24])=[CH:16][N:15]=2)[CH:7]=1)[CH3:2].FC(F)(F)C([O-])=O.[CH2:33]([N:40]=[C:41]=[O:42])[C:34]1[CH:39]=[CH:38][CH:37]=[CH:36][CH:35]=1.C(N(CC)CC)C, predict the reaction product. The product is: [CH2:1]([O:3][C:4](=[O:25])[CH2:5][C:6]1[CH:11]=[CH:10][C:9]([O:12][CH3:13])=[C:8]([C:14]2[C:19]([CH2:20][N:21]([CH2:22][CH3:23])[C:41]([NH:40][CH2:33][C:34]3[CH:39]=[CH:38][CH:37]=[CH:36][CH:35]=3)=[O:42])=[CH:18][C:17]([CH3:24])=[CH:16][N:15]=2)[CH:7]=1)[CH3:2].